This data is from Forward reaction prediction with 1.9M reactions from USPTO patents (1976-2016). The task is: Predict the product of the given reaction. (1) Given the reactants Br[C:2]1[CH:11]=[CH:10][C:9]2[N:8]=[CH:7][C:6]3[N:12]([CH3:23])[C:13](=[O:22])[N:14]([C:15]4[C:16]([CH3:21])=[N:17][N:18]([CH3:20])[CH:19]=4)[C:5]=3[C:4]=2[CH:3]=1.[CH2:24]([O:27][C:28]1[CH:33]=[CH:32][C:31](B2OC(C)(C)C(C)(C)O2)=[CH:30][N:29]=1)[CH2:25][CH3:26], predict the reaction product. The product is: [CH3:20][N:18]1[CH:19]=[C:15]([N:14]2[C:5]3[C:4]4[CH:3]=[C:2]([C:31]5[CH:30]=[N:29][C:28]([O:27][CH2:24][CH2:25][CH3:26])=[CH:33][CH:32]=5)[CH:11]=[CH:10][C:9]=4[N:8]=[CH:7][C:6]=3[N:12]([CH3:23])[C:13]2=[O:22])[C:16]([CH3:21])=[N:17]1. (2) Given the reactants Cl[C:2]1[C:11]2[C:6](=[CH:7][C:8]([O:14][CH3:15])=[C:9]([O:12][CH3:13])[CH:10]=2)[N:5]=[CH:4][CH:3]=1.[N+:16]([C:19]1[CH:24]=[CH:23][C:22]([OH:25])=[CH:21][CH:20]=1)([O-:18])=[O:17], predict the reaction product. The product is: [CH3:13][O:12][C:9]1[CH:10]=[C:11]2[C:6](=[CH:7][C:8]=1[O:14][CH3:15])[N:5]=[CH:4][CH:3]=[C:2]2[O:25][C:22]1[CH:23]=[CH:24][C:19]([N+:16]([O-:18])=[O:17])=[CH:20][CH:21]=1. (3) Given the reactants [N:1]1([CH2:7][CH2:8][OH:9])[CH2:6][CH2:5][NH:4][CH2:3][CH2:2]1.Cl[C:11]1[CH:20]=[C:19]([C:21]([NH:23][CH2:24][C@H:25]2[CH2:30][CH2:29][C@H:28]([CH2:31][NH:32][C:33](=[O:39])[O:34][C:35]([CH3:38])([CH3:37])[CH3:36])[CH2:27][CH2:26]2)=[O:22])[C:18]2[C:13](=[CH:14][CH:15]=[CH:16][CH:17]=2)[N:12]=1, predict the reaction product. The product is: [OH:9][CH2:8][CH2:7][N:1]1[CH2:6][CH2:5][N:4]([C:11]2[CH:20]=[C:19]([C:21]([NH:23][CH2:24][C@H:25]3[CH2:26][CH2:27][C@H:28]([CH2:31][NH:32][C:33](=[O:39])[O:34][C:35]([CH3:37])([CH3:36])[CH3:38])[CH2:29][CH2:30]3)=[O:22])[C:18]3[C:13](=[CH:14][CH:15]=[CH:16][CH:17]=3)[N:12]=2)[CH2:3][CH2:2]1. (4) Given the reactants C(Cl)(=O)C(Cl)=O.[F:7][C:8]1[CH:13]=[CH:12][C:11]([C:14]2[O:15][C:16]3[CH:25]=[C:24]([N:26]([CH3:31])[S:27]([CH3:30])(=[O:29])=[O:28])[C:23]([C:32]4[CH:37]=[CH:36][CH:35]=[C:34]([C:38](=[O:49])[NH:39][C:40]([C:43]5[CH:48]=[CH:47][CH:46]=[CH:45][CH:44]=5)([CH3:42])[CH3:41])[CH:33]=4)=[CH:22][C:17]=3[C:18]=2[C:19]([OH:21])=O)=[CH:10][CH:9]=1.[CH3:50][N:51](C=O)C.CCN(C(C)C)C(C)C.CN, predict the reaction product. The product is: [F:7][C:8]1[CH:13]=[CH:12][C:11]([C:14]2[O:15][C:16]3[CH:25]=[C:24]([N:26]([CH3:31])[S:27]([CH3:30])(=[O:28])=[O:29])[C:23]([C:32]4[CH:37]=[CH:36][CH:35]=[C:34]([C:38](=[O:49])[NH:39][C:40]([C:43]5[CH:44]=[CH:45][CH:46]=[CH:47][CH:48]=5)([CH3:41])[CH3:42])[CH:33]=4)=[CH:22][C:17]=3[C:18]=2[C:19]([NH:51][CH3:50])=[O:21])=[CH:10][CH:9]=1. (5) Given the reactants C(OC([NH:8][C@H:9]1[C:18]2[C:13]3=[C:14]([C:19]4[N:20]([C:23]5[CH:24]=[C:25]([C:36]([OH:38])=[O:37])[CH:26]=[CH:27][C:28]=5[C:29]=4[CH:30]4[CH2:35][CH2:34][CH2:33][CH2:32][CH2:31]4)[CH2:21][CH2:22][N:12]3[CH2:11][CH2:10]1)[CH:15]=[CH:16][CH:17]=2)=O)(C)(C)C.Cl, predict the reaction product. The product is: [NH2:8][C@H:9]1[C:18]2[C:13]3=[C:14]([C:19]4[N:20]([C:23]5[CH:24]=[C:25]([C:36]([OH:38])=[O:37])[CH:26]=[CH:27][C:28]=5[C:29]=4[CH:30]4[CH2:35][CH2:34][CH2:33][CH2:32][CH2:31]4)[CH2:21][CH2:22][N:12]3[CH2:11][CH2:10]1)[CH:15]=[CH:16][CH:17]=2. (6) Given the reactants [CH:1]1[C:10]2[C:5](=[CH:6][CH:7]=[CH:8][CH:9]=2)[CH:4]=[CH:3][C:2]=1[N:11]1[CH2:15][CH2:14][NH:13][C:12]1=[O:16].Br[C:18]1[CH:19]=[N:20][CH:21]=[C:22]([F:24])[CH:23]=1.N[C@@H]1CCCC[C@H]1N.C(=O)([O-])[O-].[K+].[K+], predict the reaction product. The product is: [F:24][C:22]1[CH:23]=[C:18]([N:13]2[CH2:14][CH2:15][N:11]([C:2]3[CH:3]=[CH:4][C:5]4[C:10](=[CH:9][CH:8]=[CH:7][CH:6]=4)[CH:1]=3)[C:12]2=[O:16])[CH:19]=[N:20][CH:21]=1. (7) Given the reactants [CH3:1][C:2]1[NH:3][C:4]2[CH:10]=[CH:9][CH:8]=[CH:7][C:5]=2[N:6]=1.Cl[C:12]1[N:20]=[C:19]2[C:15]([N:16]=[C:17]([CH2:22][N:23]3[CH2:28][CH2:27][N:26]([C:29]([CH3:34])([CH2:32][OH:33])[CH2:30][OH:31])[CH2:25][CH2:24]3)[N:18]2[CH3:21])=[C:14]([N:35]2[CH2:40][CH2:39][O:38][CH2:37][CH2:36]2)[N:13]=1, predict the reaction product. The product is: [CH3:34][C:29]([N:26]1[CH2:25][CH2:24][N:23]([CH2:22][C:17]2[N:18]([CH3:21])[C:19]3[C:15]([N:16]=2)=[C:14]([N:35]2[CH2:36][CH2:37][O:38][CH2:39][CH2:40]2)[N:13]=[C:12]([N:3]2[C:4]4[CH:10]=[CH:9][CH:8]=[CH:7][C:5]=4[N:6]=[C:2]2[CH3:1])[N:20]=3)[CH2:28][CH2:27]1)([CH2:32][OH:33])[CH2:30][OH:31]. (8) Given the reactants Cl.[NH2:2][C@H:3]([CH2:10][C:11]1[CH:16]=[CH:15][C:14]([C:17]2[CH:22]=[CH:21][CH:20]=[C:19]([Cl:23])[CH:18]=2)=[CH:13][CH:12]=1)[CH2:4][C:5]([O:7][CH2:8][CH3:9])=[O:6].COC1C=CC(C[N:31]2[N:35]=[N:34][C:33]([C:36](Cl)=[O:37])=[N:32]2)=CC=1.C(O)(C(F)(F)F)=O, predict the reaction product. The product is: [CH2:8]([O:7][C:5](=[O:6])[CH2:4][C@H:3]([NH:2][C:36]([C:33]1[N:32]=[N:31][NH:35][N:34]=1)=[O:37])[CH2:10][C:11]1[CH:16]=[CH:15][C:14]([C:17]2[CH:22]=[CH:21][CH:20]=[C:19]([Cl:23])[CH:18]=2)=[CH:13][CH:12]=1)[CH3:9]. (9) Given the reactants [C:1]1(=[O:7])[O:6][C:4](=[O:5])[CH:3]=[CH:2]1.[CH:8]1[CH2:13][CH2:12][CH:11]=[CH:10][CH:9]=1, predict the reaction product. The product is: [C:8]12[CH2:13][CH2:12][CH:11]([CH2:10][CH2:9]1)[CH:2]1[C:1]([O:6][C:4](=[O:5])[C:3]=21)=[O:7].